From a dataset of Full USPTO retrosynthesis dataset with 1.9M reactions from patents (1976-2016). Predict the reactants needed to synthesize the given product. (1) Given the product [Cl:24][C:3]1[C:4]2[C:9](=[CH:8][CH:7]=[CH:6][CH:5]=2)[N:1]([C:10]2[N:14]([CH3:15])[N:13]=[C:12]([CH3:16])[C:11]=2/[CH:17]=[CH:18]/[C:19]([O:21][CH2:22][CH3:23])=[O:20])[CH:2]=1, predict the reactants needed to synthesize it. The reactants are: [N:1]1([C:10]2[N:14]([CH3:15])[N:13]=[C:12]([CH3:16])[C:11]=2/[CH:17]=[CH:18]/[C:19]([O:21][CH2:22][CH3:23])=[O:20])[C:9]2[C:4](=[CH:5][CH:6]=[CH:7][CH:8]=2)[CH:3]=[CH:2]1.[Cl:24]N1C(=O)CCC1=O. (2) Given the product [Cl:1][C:2]1[CH:23]=[C:22]([Cl:24])[CH:21]=[CH:20][C:3]=1[CH2:4][O:5][C:6]1[CH:11]=[C:10]([O:12][CH:13]([CH3:14])[CH3:15])[CH:9]=[CH:8][C:7]=1[CH2:16][CH2:17][CH2:18][O:19][C:26]1[C:30]([CH2:31][C:32]([OH:34])=[O:33])=[CH:29][N:28]([CH3:36])[N:27]=1, predict the reactants needed to synthesize it. The reactants are: [Cl:1][C:2]1[CH:23]=[C:22]([Cl:24])[CH:21]=[CH:20][C:3]=1[CH2:4][O:5][C:6]1[CH:11]=[C:10]([O:12][CH:13]([CH3:15])[CH3:14])[CH:9]=[CH:8][C:7]=1[CH2:16][CH2:17][CH2:18][OH:19].O[C:26]1[C:30]([CH2:31][C:32]([O:34]C)=[O:33])=[CH:29][N:28]([CH3:36])[N:27]=1.C(P(CCCC)CCCC)CCC.N(C(N1CCCCC1)=O)=NC(N1CCCCC1)=O.O1CCCC1CO.[OH-].[Na+].Cl. (3) Given the product [CH2:1]([O:19][C@H:20]([CH2:24][O:25][CH2:26][CH2:27][CH2:28][CH2:29][CH2:30][CH2:31][CH2:32][CH2:33]/[CH:34]=[CH:35]\[CH2:36]/[CH:37]=[CH:38]\[CH2:39][CH2:40][CH2:41][CH2:42][CH3:43])[CH2:21][CH2:22][NH:23][C:49](=[O:50])[CH2:48][CH2:47][N:46]([CH2:52][CH3:53])[CH2:44][CH3:45])[CH2:2][CH2:3][CH2:4][CH2:5][CH2:6][CH2:7][CH2:8]/[CH:9]=[CH:10]\[CH2:11]/[CH:12]=[CH:13]\[CH2:14][CH2:15][CH2:16][CH2:17][CH3:18], predict the reactants needed to synthesize it. The reactants are: [CH2:1]([O:19][C@H:20]([CH2:24][O:25][CH2:26][CH2:27][CH2:28][CH2:29][CH2:30][CH2:31][CH2:32][CH2:33]/[CH:34]=[CH:35]\[CH2:36]/[CH:37]=[CH:38]\[CH2:39][CH2:40][CH2:41][CH2:42][CH3:43])[CH2:21][CH2:22][NH2:23])[CH2:2][CH2:3][CH2:4][CH2:5][CH2:6][CH2:7][CH2:8]/[CH:9]=[CH:10]\[CH2:11]/[CH:12]=[CH:13]\[CH2:14][CH2:15][CH2:16][CH2:17][CH3:18].[CH2:44]([N:46]([CH2:52][CH3:53])[CH2:47][CH2:48][C:49](O)=[O:50])[CH3:45].Cl.C(N=C=NCCCN(C)C)C.